This data is from Full USPTO retrosynthesis dataset with 1.9M reactions from patents (1976-2016). The task is: Predict the reactants needed to synthesize the given product. (1) Given the product [F:1][C:2]1[CH:3]=[CH:4][C:5]([C:8]2[S:9][C:10]([C@@H:18]([OH:19])[C@@H:20]3[N:24]([CH3:25])[C:23](=[O:26])[CH2:22][C@@H:21]3[C:27]3[CH:28]=[CH:29][CH:30]=[CH:31][CH:32]=3)=[CH:11][CH:12]=2)=[CH:6][CH:7]=1, predict the reactants needed to synthesize it. The reactants are: [F:1][C:2]1[CH:7]=[CH:6][C:5]([C:8]2[S:9][CH:10]=[CH:11][CH:12]=2)=[CH:4][CH:3]=1.[Li]CCCC.[CH:18]([C@@H:20]1[N:24]([CH3:25])[C:23](=[O:26])[CH2:22][C@@H:21]1[C:27]1[CH:32]=[CH:31][CH:30]=[CH:29][CH:28]=1)=[O:19].[NH4+].[Cl-]. (2) Given the product [ClH:1].[Cl:1][C:2]1[CH:3]=[C:4]2[C:8](=[CH:9][CH:10]=1)[NH:7][C:6](=[O:11])[CH:5]2[C:26]1[C:25]2[C:30](=[CH:31][C:22]([O:21][CH2:20][CH2:19][O:18][CH2:17][CH2:16][O:15][CH3:14])=[CH:23][CH:24]=2)[N:29]=[CH:28][N:27]=1, predict the reactants needed to synthesize it. The reactants are: [Cl:1][C:2]1[CH:3]=[C:4]2[C:8](=[CH:9][CH:10]=1)[NH:7][C:6](=[O:11])[CH2:5]2.[H-].[Na+].[CH3:14][O:15][CH2:16][CH2:17][O:18][CH2:19][CH2:20][O:21][C:22]1[CH:31]=[C:30]2[C:25]([C:26](SC)=[N:27][CH:28]=[N:29]2)=[CH:24][CH:23]=1.Cl.